This data is from Forward reaction prediction with 1.9M reactions from USPTO patents (1976-2016). The task is: Predict the product of the given reaction. (1) The product is: [F:26][C:2]([F:1])([F:25])[S:3][CH2:4][CH2:5][CH2:6][CH2:7][CH2:8][CH2:9][O:10][C:11]1[CH:16]=[C:15]([S:17]([CH2:18][C:19]([F:20])([F:21])[F:22])=[O:35])[C:14]([Cl:23])=[CH:13][C:12]=1[Cl:24]. Given the reactants [F:1][C:2]([F:26])([F:25])[S:3][CH2:4][CH2:5][CH2:6][CH2:7][CH2:8][CH2:9][O:10][C:11]1[CH:16]=[C:15]([S:17][CH2:18][C:19]([F:22])([F:21])[F:20])[C:14]([Cl:23])=[CH:13][C:12]=1[Cl:24].ClC1C=CC=C(C(OO)=[O:35])C=1.CCCCCC.C(OCC)(=O)C, predict the reaction product. (2) Given the reactants [C:1]([C:5]1[N:9]([CH2:10][CH:11]2[CH2:16][CH2:15][CH2:14][CH2:13][CH2:12]2)[C:8]2[CH:17]=[CH:18][C:19]([C:21](O)=[O:22])=[CH:20][C:7]=2[N:6]=1)([CH3:4])([CH3:3])[CH3:2].CCN(C(C)C)C(C)C.CN(C(ON1N=NC2C=CC=NC1=2)=[N+](C)C)C.F[P-](F)(F)(F)(F)F.[NH:57]1[CH2:66][CH2:65][CH:60]([C:61]([O:63][CH3:64])=[O:62])[CH2:59][CH2:58]1, predict the reaction product. The product is: [C:1]([C:5]1[N:9]([CH2:10][CH:11]2[CH2:16][CH2:15][CH2:14][CH2:13][CH2:12]2)[C:8]2[CH:17]=[CH:18][C:19]([C:21]([N:57]3[CH2:66][CH2:65][CH:60]([C:61]([O:63][CH3:64])=[O:62])[CH2:59][CH2:58]3)=[O:22])=[CH:20][C:7]=2[N:6]=1)([CH3:4])([CH3:2])[CH3:3]. (3) The product is: [CH3:20][O:21][C:22](=[O:26])[CH2:23][CH2:24][NH:25][C:7](=[O:9])[C:6]1[CH:5]=[CH:4][C:3]([CH:1]=[O:2])=[CH:11][CH:10]=1. Given the reactants [CH:1]([C:3]1[CH:11]=[CH:10][C:6]([C:7]([OH:9])=O)=[CH:5][CH:4]=1)=[O:2].CN1CCOCC1.Cl.[CH3:20][O:21][C:22](=[O:26])[CH2:23][CH2:24][NH2:25].O, predict the reaction product. (4) The product is: [F:26][C:23]([F:24])([F:25])[C:21]1[CH:20]=[CH:19][C:17]2[N:18]=[C:14]([NH:13][C:10](=[O:11])[CH2:9][C:4]3[CH:5]=[CH:6][C:7]([Cl:8])=[C:2]([Cl:1])[CH:3]=3)[S:15][C:16]=2[CH:22]=1. Given the reactants [Cl:1][C:2]1[CH:3]=[C:4]([CH2:9][C:10](Cl)=[O:11])[CH:5]=[CH:6][C:7]=1[Cl:8].[NH2:13][C:14]1[S:15][C:16]2[CH:22]=[C:21]([C:23]([F:26])([F:25])[F:24])[CH:20]=[CH:19][C:17]=2[N:18]=1, predict the reaction product. (5) Given the reactants [C:1]([C:4]1[CH:5]=[N:6][C:7]2[C:12]([C:13]=1[NH:14][CH:15]1[CH2:20][CH2:19][CH:18]([NH:21]C(=O)OC(C)(C)C)[CH2:17][CH2:16]1)=[N:11][C:10]([C:29]1[CH:34]=[C:33]([F:35])[C:32]([OH:36])=[C:31]([Cl:37])[CH:30]=1)=[CH:9][CH:8]=2)(=[O:3])[CH3:2].C(O)(C(F)(F)F)=O.C1(N)C(F)=C(F)C(F)=C(N)C=1F.[ClH:57].Cl, predict the reaction product. The product is: [ClH:37].[ClH:57].[NH2:21][C@H:18]1[CH2:19][CH2:20][C@H:15]([NH:14][C:13]2[C:12]3[C:7](=[CH:8][CH:9]=[C:10]([C:29]4[CH:34]=[C:33]([F:35])[C:32]([OH:36])=[C:31]([Cl:37])[CH:30]=4)[N:11]=3)[N:6]=[CH:5][C:4]=2[C:1](=[O:3])[CH3:2])[CH2:16][CH2:17]1.